The task is: Predict the reaction yield, written as a fraction of the theoretical maximum amount of product (1.0 means a 100% yield; for example, 0.34 means a 34% yield).. This data is from Reaction yield outcomes from USPTO patents with 853,638 reactions. (1) The reactants are ClC(OCC)=O.[CH2:7]([O:14][C:15]1[CH:20]=[CH:19][C:18]([C@@H:21]2[CH2:23][C@H:22]2[C:24]([OH:26])=O)=[CH:17][CH:16]=1)[C:8]1[CH:13]=[CH:12][CH:11]=[CH:10][CH:9]=1.C(N(CC)CC)C.[N-:34]=[N+:35]=[N-:36].[Na+]. The catalyst is CC(C)=O.O. The product is [CH2:7]([O:14][C:15]1[CH:20]=[CH:19][C:18]([C@@H:21]2[CH2:23][C@H:22]2[C:24]([N:34]=[N+:35]=[N-:36])=[O:26])=[CH:17][CH:16]=1)[C:8]1[CH:13]=[CH:12][CH:11]=[CH:10][CH:9]=1. The yield is 0.859. (2) The reactants are C(OC([N:8]([CH2:41][C:42]([O:44]C(C)(C)C)=[O:43])[C:9]1[CH:14]=[CH:13][CH:12]=[C:11]([CH:15]([S:31]([C:34]2[CH:39]=[CH:38][C:37]([F:40])=[CH:36][CH:35]=2)(=[O:33])=[O:32])[NH:16][CH2:17][C:18]2[CH:23]=[CH:22][C:21]([C:24]([CH3:30])([CH3:29])[CH2:25][CH2:26][CH2:27][CH3:28])=[CH:20][CH:19]=2)[N:10]=1)=O)(C)(C)C.Cl.O1CCOCC1. The catalyst is O. The product is [F:40][C:37]1[CH:36]=[CH:35][C:34]([S:31]([CH:15]([NH:16][CH2:17][C:18]2[CH:19]=[CH:20][C:21]([C:24]([CH3:29])([CH3:30])[CH2:25][CH2:26][CH2:27][CH3:28])=[CH:22][CH:23]=2)[C:11]2[N:10]=[C:9]([NH:8][CH2:41][C:42]([OH:44])=[O:43])[CH:14]=[CH:13][CH:12]=2)(=[O:33])=[O:32])=[CH:39][CH:38]=1. The yield is 0.770.